Predict the reactants needed to synthesize the given product. From a dataset of Full USPTO retrosynthesis dataset with 1.9M reactions from patents (1976-2016). (1) Given the product [S:1]1[CH:5]=[CH:4][CH:3]=[C:2]1[CH:6]1[O:10][CH2:9][CH2:8][O:7]1, predict the reactants needed to synthesize it. The reactants are: [S:1]1[CH:5]=[CH:4][CH:3]=[C:2]1[CH:6]=[O:7].[CH2:8](O)[CH2:9][OH:10]. (2) Given the product [CH3:39][C:40]1[CH:41]=[CH:42][C:43]([NH:46][S:47]([CH3:50])(=[O:49])=[O:48])=[CH:44][C:45]=1[C:2]1[C:10]2[C:9]([NH:11][C@H:12]([C:14]3[N:19]([C:20]4[CH:25]=[CH:24][CH:23]=[CH:22][CH:21]=4)[C:18](=[O:26])[C:17]4=[C:27]([CH3:30])[CH:28]=[CH:29][N:16]4[N:15]=3)[CH3:13])=[N:8][CH:7]=[N:6][C:5]=2[N:4]([CH2:31][O:32][CH2:33][CH2:34][Si:35]([CH3:38])([CH3:37])[CH3:36])[CH:3]=1, predict the reactants needed to synthesize it. The reactants are: Br[C:2]1[C:10]2[C:9]([NH:11][C@H:12]([C:14]3[N:19]([C:20]4[CH:25]=[CH:24][CH:23]=[CH:22][CH:21]=4)[C:18](=[O:26])[C:17]4=[C:27]([CH3:30])[CH:28]=[CH:29][N:16]4[N:15]=3)[CH3:13])=[N:8][CH:7]=[N:6][C:5]=2[N:4]([CH2:31][O:32][CH2:33][CH2:34][Si:35]([CH3:38])([CH3:37])[CH3:36])[CH:3]=1.[CH3:39][C:40]1[CH:45]=[CH:44][C:43]([NH:46][S:47]([CH3:50])(=[O:49])=[O:48])=[CH:42][C:41]=1B1OC(C)(C)C(C)(C)O1.C(=O)([O-])[O-].[Na+].[Na+]. (3) The reactants are: [F:1][C:2]1[CH:28]=[C:27]([N+:29]([O-])=O)[CH:26]=[CH:25][C:3]=1[O:4][C:5]1[C:10]2=[C:11]([CH3:24])[C:12]([O:14][CH2:15][CH2:16][N:17]3[CH2:22][CH2:21][N:20]([CH3:23])[CH2:19][CH2:18]3)=[CH:13][N:9]2[N:8]=[CH:7][N:6]=1.FC1C=C(NC(=O)CC(NC2C=CC(F)=CC=2)=O)C=CC=1OC1C2SC=CC=2N=CN=1. Given the product [F:1][C:2]1[CH:28]=[C:27]([NH2:29])[CH:26]=[CH:25][C:3]=1[O:4][C:5]1[C:10]2=[C:11]([CH3:24])[C:12]([O:14][CH2:15][CH2:16][N:17]3[CH2:18][CH2:19][N:20]([CH3:23])[CH2:21][CH2:22]3)=[CH:13][N:9]2[N:8]=[CH:7][N:6]=1, predict the reactants needed to synthesize it. (4) Given the product [CH:12]1([CH2:15][O:11][CH:8]2[CH2:9][CH2:10][C:5]3([O:4][CH2:3][CH2:2][O:1]3)[CH2:6][CH2:7]2)[CH2:14][CH2:13]1, predict the reactants needed to synthesize it. The reactants are: [O:1]1[C:5]2([CH2:10][CH2:9][CH:8]([OH:11])[CH2:7][CH2:6]2)[O:4][CH2:3][CH2:2]1.[CH:12]1([CH2:15]Br)[CH2:14][CH2:13]1.[H-].[Na+].CO. (5) The reactants are: [CH3:1][O:2][C:3]1[CH:8]=[C:7]([N:9]2[CH2:14][CH2:13][O:12][CH2:11][CH2:10]2)[C:6]([N+:15]([O-])=O)=[CH:5][C:4]=1[NH:18][C:19]1[N:24]=[C:23]([N:25]2[C:29]([CH3:30])=[C:28]([CH:31]=O)[C:27]([CH3:33])=[N:26]2)[CH:22]=[CH:21][N:20]=1.Cl.[NH:35]1[CH2:38][CH2:37][CH2:36]1. Given the product [N:35]1([CH2:31][C:28]2[C:27]([CH3:33])=[N:26][N:25]([C:23]3[CH:22]=[CH:21][N:20]=[C:19]([NH:18][C:4]4[C:3]([O:2][CH3:1])=[CH:8][C:7]([N:9]5[CH2:10][CH2:11][O:12][CH2:13][CH2:14]5)=[C:6]([NH:15][C:3](=[O:2])[CH:4]=[CH2:5])[CH:5]=4)[N:24]=3)[C:29]=2[CH3:30])[CH2:38][CH2:37][CH2:36]1, predict the reactants needed to synthesize it. (6) Given the product [F:1][C:2]1[C:3]([C:13]([F:16])([F:14])[F:15])=[CH:4][CH:5]=[C:6]2[C:11]=1[C:10](=[O:12])[N:9]([C:18]1[CH:19]=[N:20][CH:21]=[CH:22][C:23]=1[C:24]([F:27])([F:26])[F:25])[CH2:8][CH2:7]2, predict the reactants needed to synthesize it. The reactants are: [F:1][C:2]1[C:3]([C:13]([F:16])([F:15])[F:14])=[CH:4][CH:5]=[C:6]2[C:11]=1[C:10](=[O:12])[NH:9][CH2:8][CH2:7]2.Br[C:18]1[CH:19]=[N:20][CH:21]=[CH:22][C:23]=1[C:24]([F:27])([F:26])[F:25].P([O-])([O-])([O-])=O.[K+].[K+].[K+].